The task is: Predict the reactants needed to synthesize the given product.. This data is from Full USPTO retrosynthesis dataset with 1.9M reactions from patents (1976-2016). (1) Given the product [Cl:1][C:2]1[CH:7]=[N:6][C:5]([NH:25][C@H:15]2[C:24]3[C:19](=[CH:20][CH:21]=[CH:22][CH:23]=3)[CH2:18][CH2:17][CH2:16]2)=[N:4][CH:3]=1, predict the reactants needed to synthesize it. The reactants are: [Cl:1][C:2]1[C:3](C(O)=O)=[N:4][C:5](S(C)(=O)=O)=[N:6][CH:7]=1.[C@H:15]1([NH2:25])[C:24]2[C:19](=[CH:20][CH:21]=[CH:22][CH:23]=2)[CH2:18][CH2:17][CH2:16]1.C1(C(N)C2CCCCC2)CCCCC1. (2) Given the product [CH3:13][O:12][C:8]1[C:7]([O:14][CH3:15])=[C:6]2[C:11]([C:2]([NH:22][C:17]3([CH3:16])[CH2:21][CH2:20][O:19][CH2:18]3)=[N:3][CH:4]=[N:5]2)=[CH:10][CH:9]=1, predict the reactants needed to synthesize it. The reactants are: Cl[C:2]1[C:11]2[C:6](=[C:7]([O:14][CH3:15])[C:8]([O:12][CH3:13])=[CH:9][CH:10]=2)[N:5]=[CH:4][N:3]=1.[CH3:16][C:17]1([NH2:22])[CH2:21][CH2:20][O:19][CH2:18]1.CCN(C(C)C)C(C)C.O. (3) The reactants are: C(O[C:4](=[C:11]1[C:19]2[C:14](=[CH:15][CH:16]=[CH:17][CH:18]=2)[NH:13][C:12]1=[O:20])[C:5]1[CH:10]=[CH:9][CH:8]=[CH:7][CH:6]=1)C.[CH3:21][N:22]([CH3:37])[CH2:23][CH2:24][S:25]([N:28]([C:30]1[CH:36]=[CH:35][C:33]([NH2:34])=[CH:32][CH:31]=1)[CH3:29])(=[O:27])=[O:26]. Given the product [CH3:21][N:22]([CH3:37])[CH2:23][CH2:24][S:25]([N:28]([C:30]1[CH:31]=[CH:32][C:33]([NH:34]/[C:4](=[C:11]2\[C:12](=[O:20])[NH:13][C:14]3[C:19]\2=[CH:18][CH:17]=[CH:16][CH:15]=3)/[C:5]2[CH:6]=[CH:7][CH:8]=[CH:9][CH:10]=2)=[CH:35][CH:36]=1)[CH3:29])(=[O:27])=[O:26], predict the reactants needed to synthesize it. (4) Given the product [C:30]1([N:25]2[C:26]([CH2:27][CH2:28][CH3:29])=[C:22]([C:20]([NH:19][CH2:18][C:15]3[CH:16]=[CH:17][C:12]([C:9]4[CH:8]=[CH:7][C:6]([O:5][CH2:4][C:3]([OH:36])=[O:2])=[CH:11][CH:10]=4)=[CH:13][CH:14]=3)=[O:21])[CH:23]=[N:24]2)[CH:31]=[CH:32][CH:33]=[CH:34][CH:35]=1, predict the reactants needed to synthesize it. The reactants are: C[O:2][C:3](=[O:36])[CH2:4][O:5][C:6]1[CH:11]=[CH:10][C:9]([C:12]2[CH:17]=[CH:16][C:15]([CH2:18][NH:19][C:20]([C:22]3[CH:23]=[N:24][N:25]([C:30]4[CH:35]=[CH:34][CH:33]=[CH:32][CH:31]=4)[C:26]=3[CH2:27][CH2:28][CH3:29])=[O:21])=[CH:14][CH:13]=2)=[CH:8][CH:7]=1.[OH-].[Na+].Cl. (5) Given the product [F:1][C:2]1[CH:3]=[C:4]([C:13]2[S:14][C:15]([C:18]3[CH:23]=[CH:22][C:21]([O:24][CH:25]([CH3:26])[CH3:27])=[C:20]([C:28]([F:29])([F:30])[F:31])[CH:19]=3)=[N:16][N:17]=2)[C:5]([O:11][CH3:12])=[C:6]([CH2:8][CH2:9][N:32]2[CH2:35][CH:34]([C:36]([OH:38])=[O:37])[CH2:33]2)[CH:7]=1, predict the reactants needed to synthesize it. The reactants are: [F:1][C:2]1[CH:3]=[C:4]([C:13]2[S:14][C:15]([C:18]3[CH:23]=[CH:22][C:21]([O:24][CH:25]([CH3:27])[CH3:26])=[C:20]([C:28]([F:31])([F:30])[F:29])[CH:19]=3)=[N:16][N:17]=2)[C:5]([O:11][CH3:12])=[C:6]([CH2:8][CH:9]=O)[CH:7]=1.[NH:32]1[CH2:35][CH:34]([C:36]([OH:38])=[O:37])[CH2:33]1.CC(O)=O.C(O[BH-](OC(=O)C)OC(=O)C)(=O)C.[Na+]. (6) Given the product [CH3:29][N:28]([CH3:30])[C:26](=[N:16][C:14]([C:5]1[C:4]([O:17][C:18]2[CH:23]=[CH:22][CH:21]=[CH:20][CH:19]=2)=[CH:3][C:2](=[O:1])[N:7]([C:8]2[CH:9]=[CH:10][CH:11]=[CH:12][CH:13]=2)[N:6]=1)=[O:15])[CH3:27], predict the reactants needed to synthesize it. The reactants are: [O:1]=[C:2]1[N:7]([C:8]2[CH:13]=[CH:12][CH:11]=[CH:10][CH:9]=2)[N:6]=[C:5]([C:14]([NH2:16])=[O:15])[C:4]([O:17][C:18]2[CH:23]=[CH:22][CH:21]=[CH:20][CH:19]=2)=[CH:3]1.CO[C:26](OC)([N:28]([CH3:30])[CH3:29])[CH3:27].C1(C)C=CC=CC=1. (7) The reactants are: Cl[C:2]1[N:7]=[C:6]([C:8]2[CH:13]=[CH:12][C:11]([F:14])=[C:10]([F:15])[CH:9]=2)[CH:5]=[C:4]([C:16]([F:19])([F:18])[F:17])[N:3]=1.[I:20][C:21]1[N:22]=[CH:23][NH:24][CH:25]=1. Given the product [F:15][C:10]1[CH:9]=[C:8]([C:6]2[CH:5]=[C:4]([C:16]([F:19])([F:18])[F:17])[N:3]=[C:2]([N:24]3[CH:25]=[C:21]([I:20])[N:22]=[CH:23]3)[N:7]=2)[CH:13]=[CH:12][C:11]=1[F:14], predict the reactants needed to synthesize it.